From a dataset of M1 muscarinic receptor antagonist screen with 61,756 compounds. Binary Classification. Given a drug SMILES string, predict its activity (active/inactive) in a high-throughput screening assay against a specified biological target. (1) The molecule is S(=O)(=O)(N(CC(=O)c1c(n(c(c1)C)C)C)Cc1ccc(F)cc1)c1cc2OCCOc2cc1. The result is 0 (inactive). (2) The drug is O(C(=O)C=1C(NC(=O)NC1C)c1c(OCC)cccc1)CCCCC. The result is 0 (inactive). (3) The molecule is O=C(NC1CCCCC1)Nc1c(OC)cc(NC(=O)CCC)c(OC)c1. The result is 0 (inactive). (4) The drug is O(c1nc(N2CCN(C3CCCCC3)CC2)nc(c1)C)CC. The result is 1 (active).